Regression. Given two drug SMILES strings and cell line genomic features, predict the synergy score measuring deviation from expected non-interaction effect. From a dataset of NCI-60 drug combinations with 297,098 pairs across 59 cell lines. (1) Drug 1: C1CC(CCC1OC2=C(C(=CC=C2)Cl)F)(CC3=NC(=CC=C3)NC4=NC=CS4)C(=O)O. Drug 2: C1CC(C1)(C2=CC=C(C=C2)C3=C(C=C4C(=N3)C=CN5C4=NNC5=O)C6=CC=CC=C6)N. Cell line: NCIH23. Synergy scores: CSS=51.1, Synergy_ZIP=-1.60, Synergy_Bliss=-0.606, Synergy_Loewe=3.35, Synergy_HSA=5.82. (2) Synergy scores: CSS=27.6, Synergy_ZIP=-9.40, Synergy_Bliss=-6.87, Synergy_Loewe=-4.13, Synergy_HSA=-1.52. Cell line: HOP-92. Drug 2: CCC1(CC2CC(C3=C(CCN(C2)C1)C4=CC=CC=C4N3)(C5=C(C=C6C(=C5)C78CCN9C7C(C=CC9)(C(C(C8N6C)(C(=O)OC)O)OC(=O)C)CC)OC)C(=O)OC)O.OS(=O)(=O)O. Drug 1: CC1=C2C(C(=O)C3(C(CC4C(C3C(C(C2(C)C)(CC1OC(=O)C(C(C5=CC=CC=C5)NC(=O)OC(C)(C)C)O)O)OC(=O)C6=CC=CC=C6)(CO4)OC(=O)C)OC)C)OC. (3) Drug 1: CNC(=O)C1=CC=CC=C1SC2=CC3=C(C=C2)C(=NN3)C=CC4=CC=CC=N4. Drug 2: CN1C(=O)N2C=NC(=C2N=N1)C(=O)N. Cell line: HCT-15. Synergy scores: CSS=-0.464, Synergy_ZIP=0.684, Synergy_Bliss=0.302, Synergy_Loewe=-4.78, Synergy_HSA=-2.45. (4) Drug 1: CC1=C(C=C(C=C1)NC2=NC=CC(=N2)N(C)C3=CC4=NN(C(=C4C=C3)C)C)S(=O)(=O)N.Cl. Drug 2: CN1C2=C(C=C(C=C2)N(CCCl)CCCl)N=C1CCCC(=O)O.Cl. Cell line: OVCAR-4. Synergy scores: CSS=3.77, Synergy_ZIP=0.0552, Synergy_Bliss=3.83, Synergy_Loewe=-0.201, Synergy_HSA=0.966. (5) Drug 1: CC1=C(C(=CC=C1)Cl)NC(=O)C2=CN=C(S2)NC3=CC(=NC(=N3)C)N4CCN(CC4)CCO. Drug 2: C(CC(=O)O)C(=O)CN.Cl. Cell line: 786-0. Synergy scores: CSS=14.8, Synergy_ZIP=-3.33, Synergy_Bliss=3.27, Synergy_Loewe=-1.82, Synergy_HSA=0.598.